From a dataset of NCI-60 drug combinations with 297,098 pairs across 59 cell lines. Regression. Given two drug SMILES strings and cell line genomic features, predict the synergy score measuring deviation from expected non-interaction effect. Drug 1: CCC1(C2=C(COC1=O)C(=O)N3CC4=CC5=C(C=CC(=C5CN(C)C)O)N=C4C3=C2)O. Drug 2: CCC1=C2N=C(C=C(N2N=C1)NCC3=C[N+](=CC=C3)[O-])N4CCCCC4CCO. Cell line: SW-620. Synergy scores: CSS=74.7, Synergy_ZIP=1.14, Synergy_Bliss=0.425, Synergy_Loewe=-1.86, Synergy_HSA=2.58.